From a dataset of Forward reaction prediction with 1.9M reactions from USPTO patents (1976-2016). Predict the product of the given reaction. (1) The product is: [CH2:14]1[C:13]2[NH:1][C:3]3[C:11](=[CH:10][C:6]([C:7]([OH:9])=[O:8])=[CH:5][CH:4]=3)[C:12]=2[CH2:17][CH2:16][CH2:15]1. Given the reactants [NH:1]([C:3]1[CH:11]=[CH:10][C:6]([C:7]([OH:9])=[O:8])=[CH:5][CH:4]=1)N.[C:12]1(=O)[CH2:17][CH2:16][CH2:15][CH2:14][CH2:13]1, predict the reaction product. (2) The product is: [Cl:3][C:32]1[N:33]=[C:29]([NH:28][C:19]2[CH:20]=[C:21]([S:24]([NH2:27])(=[O:26])=[O:25])[CH:22]=[CH:23][C:18]=2[O:17][CH2:15][CH3:16])[S:30][CH:31]=1. Given the reactants O=P(Cl)(Cl)[Cl:3].CN(C)C1C=CC=CC=1.[CH2:15]([O:17][C:18]1[CH:23]=[CH:22][C:21]([S:24]([NH2:27])(=[O:26])=[O:25])=[CH:20][C:19]=1[NH:28][C:29]1[S:30][CH:31]=[C:32](O)[N:33]=1)[CH3:16].O, predict the reaction product. (3) Given the reactants [N-:1]([S:9]([C:12]([F:15])([F:14])[F:13])(=[O:11])=[O:10])[S:2]([C:5]([F:8])([F:7])[F:6])(=[O:4])=[O:3].[Li+].[Br-].[CH2:18]([NH3+:32])[CH2:19][CH2:20][CH2:21][CH2:22][CH2:23][CH2:24][CH2:25][CH2:26][CH2:27][CH2:28][CH2:29][CH2:30][CH3:31], predict the reaction product. The product is: [N-:1]([S:2]([C:5]([F:8])([F:6])[F:7])(=[O:4])=[O:3])[S:9]([C:12]([F:15])([F:14])[F:13])(=[O:11])=[O:10].[CH2:18]([NH3+:32])[CH2:19][CH2:20][CH2:21][CH2:22][CH2:23][CH2:24][CH2:25][CH2:26][CH2:27][CH2:28][CH2:29][CH2:30][CH3:31]. (4) Given the reactants [CH3:1][N:2]([CH3:17])[C:3]([C:5]1[CH:6]=[C:7](Br)[C:8]2[O:12][CH2:11][C:10]([CH3:14])([CH3:13])[C:9]=2[CH:15]=1)=[O:4].C(N(CC)CC)C.C1(P(C2CCCCC2)C2C=CC=CC=2C2C=CC=CC=2)CCCCC1.[B]1OC(C)(C)C(C)(C)O1.Br[C:60]1[CH:61]=[C:62]([CH:65]=[CH:66][C:67]=1[O:68][C:69]([F:72])([F:71])[F:70])[CH:63]=[O:64], predict the reaction product. The product is: [CH3:1][N:2]([CH3:17])[C:3]([C:5]1[CH:6]=[C:7]([C:60]2[CH:61]=[C:62]([CH:63]=[O:64])[CH:65]=[CH:66][C:67]=2[O:68][C:69]([F:70])([F:72])[F:71])[C:8]2[O:12][CH2:11][C:10]([CH3:14])([CH3:13])[C:9]=2[CH:15]=1)=[O:4]. (5) The product is: [CH3:20][O:21][C:22](=[O:23])[CH:24]=[CH:9][C:8]1[CH:11]=[C:12]([N+:15]([O-:17])=[O:16])[CH:13]=[CH:14][C:7]=1[O:6][C:5]1[CH:18]=[CH:19][C:2]([F:1])=[CH:3][CH:4]=1. Given the reactants [F:1][C:2]1[CH:19]=[CH:18][C:5]([O:6][C:7]2[CH:14]=[CH:13][C:12]([N+:15]([O-:17])=[O:16])=[CH:11][C:8]=2[CH:9]=O)=[CH:4][CH:3]=1.[CH3:20][O:21][C:22]([CH2:24]P(OC)(OC)=O)=[O:23].[Li+].[Cl-].C1CCN2C(=NCCC2)CC1, predict the reaction product. (6) Given the reactants FC(F)(F)C(O)=O.[CH3:8][S:9]([C:12]1[CH:33]=[CH:32][C:15]([O:16][C:17]2[N:22]=[CH:21][N:20]=[C:19]3[N:23]([CH:26]4[CH2:31][CH2:30][NH:29][CH2:28][CH2:27]4)[N:24]=[CH:25][C:18]=23)=[CH:14][CH:13]=1)(=[O:11])=[O:10].[CH:34]1[C:39]([CH:40]=O)=[CH:38][C:37]2[O:42][C:43]([F:46])([F:45])[O:44][C:36]=2[CH:35]=1.C(N(CC)CC)C.C(O[BH-](OC(=O)C)OC(=O)C)(=O)C.[Na+], predict the reaction product. The product is: [F:46][C:43]1([F:45])[O:44][C:36]2[CH:35]=[CH:34][C:39]([CH2:40][N:29]3[CH2:28][CH2:27][CH:26]([N:23]4[C:19]5=[N:20][CH:21]=[N:22][C:17]([O:16][C:15]6[CH:14]=[CH:13][C:12]([S:9]([CH3:8])(=[O:11])=[O:10])=[CH:33][CH:32]=6)=[C:18]5[CH:25]=[N:24]4)[CH2:31][CH2:30]3)=[CH:38][C:37]=2[O:42]1.